Dataset: Reaction yield outcomes from USPTO patents with 853,638 reactions. Task: Predict the reaction yield, written as a fraction of the theoretical maximum amount of product (1.0 means a 100% yield; for example, 0.34 means a 34% yield). (1) The reactants are Br[C:2]1[CH:11]=[C:10]2[C:5]([CH:6]=[C:7]([NH:12][C:13]([CH:15]3[CH2:17][CH2:16]3)=[O:14])[N:8]=[CH:9]2)=[CH:4][CH:3]=1.[Cl:18][C:19]1[CH:20]=[CH:21][C:22]([O:28][CH3:29])=[C:23](B(O)O)[CH:24]=1.C(=O)([O-])[O-].[Cs+].[Cs+]. The catalyst is C(#N)C.O.C1C=CC(P(C2C=CC=CC=2)[C-]2C=CC=C2)=CC=1.C1C=CC(P(C2C=CC=CC=2)[C-]2C=CC=C2)=CC=1.Cl[Pd]Cl.[Fe+2]. The product is [Cl:18][C:19]1[CH:24]=[CH:23][C:22]([O:28][CH3:29])=[C:21]([C:2]2[CH:11]=[C:10]3[C:5]([CH:6]=[C:7]([NH:12][C:13]([CH:15]4[CH2:17][CH2:16]4)=[O:14])[N:8]=[CH:9]3)=[CH:4][CH:3]=2)[CH:20]=1. The yield is 0.102. (2) The reactants are [Br:1]/[CH:2]=[C:3]1\[CH2:4][CH2:5][CH2:6][C@@:7]2([CH3:15])[C@H:11]\1[CH2:10][CH2:9][C@@H:8]2[C:12](=[O:14])[CH3:13].C([BH-](C(CC)C)C(CC)C)(CC)C.[Li+].[OH-].[Na+].OO. The catalyst is O1CCCC1.CO. The product is [Br:1]/[CH:2]=[C:3]1\[CH2:4][CH2:5][CH2:6][C@@:7]2([CH3:15])[C@H:11]\1[CH2:10][CH2:9][C@@H:8]2[C@H:12]([OH:14])[CH3:13]. The yield is 0.954.